The task is: Predict the product of the given reaction.. This data is from Forward reaction prediction with 1.9M reactions from USPTO patents (1976-2016). (1) Given the reactants [Cl:1][C:2]1[C:7]([C:8](Cl)=[O:9])=[C:6]([Cl:11])[N:5]=[CH:4][N:3]=1.[F:12][C:13]1[CH:14]=[C:15]([CH:17]=[C:18]([O:20][CH3:21])[CH:19]=1)[NH2:16], predict the reaction product. The product is: [Cl:1][C:2]1[C:7]([C:8]([NH:16][C:15]2[CH:17]=[C:18]([O:20][CH3:21])[CH:19]=[C:13]([F:12])[CH:14]=2)=[O:9])=[C:6]([Cl:11])[N:5]=[CH:4][N:3]=1. (2) The product is: [NH:3]1[C:4]2[CH:9]=[CH:8][CH:7]=[CH:6][C:5]=2[N:1]=[C:2]1[C:10]1[C:18]2[C:13](=[CH:14][CH:15]=[C:16]([NH:19][CH2:25][C:21]3[S:20][CH:24]=[CH:23][N:22]=3)[CH:17]=2)[NH:12][N:11]=1. Given the reactants [N:1]1[C:5]2[CH:6]=[CH:7][CH:8]=[CH:9][C:4]=2[NH:3][C:2]=1[C:10]1[C:18]2[C:13](=[CH:14][CH:15]=[C:16]([NH2:19])[CH:17]=2)[NH:12][N:11]=1.[S:20]1[CH:24]=[CH:23][N:22]=[C:21]1[CH:25]=O.N1C=CC=CC=1, predict the reaction product. (3) Given the reactants [CH3:1][NH:2][C@H:3]([C:13]([OH:15])=O)[C:4]([CH3:12])([CH3:11])[C:5]1[CH:10]=[CH:9][CH:8]=[CH:7][CH:6]=1.C(N(CC)C(C)C)(C)C.[CH3:25]/[C:26](=[CH:32]\[C@@H:33]([N:37]([CH3:46])[C:38](=[O:45])[C@H:39]([C:41]([CH3:44])([CH3:43])[CH3:42])[NH2:40])[CH:34]([CH3:36])[CH3:35])/[C:27]([O:29][CH2:30][CH3:31])=[O:28].F[P-](F)(F)(F)(F)F.N1(O[P+](N2CCCC2)(N2CCCC2)N2CCCC2)C2C=CC=CC=2N=N1, predict the reaction product. The product is: [CH3:1][NH:2][C@H:3]([C:13]([NH:40][C@H:39]([C:38]([N:37]([C@@H:33]([CH:34]([CH3:35])[CH3:36])/[CH:32]=[C:26](/[C:27]([O:29][CH2:30][CH3:31])=[O:28])\[CH3:25])[CH3:46])=[O:45])[C:41]([CH3:43])([CH3:44])[CH3:42])=[O:15])[C:4]([CH3:11])([CH3:12])[C:5]1[CH:6]=[CH:7][CH:8]=[CH:9][CH:10]=1. (4) Given the reactants C(OC(=O)[NH:7][C:8]1[CH:13]=[C:12]([N:14]([CH3:18])[CH2:15][CH2:16][CH3:17])[C:11]([CH3:19])=[CH:10][C:9]=1[NH:20][C:21](=[O:37])[CH2:22][C:23]([C:25]1[CH:30]=[CH:29][CH:28]=[C:27]([C:31]2[O:35][N:34]=[C:33]([CH3:36])[CH:32]=2)[CH:26]=1)=O)(C)(C)C.C(O)(C(F)(F)F)=O, predict the reaction product. The product is: [CH3:19][C:11]1[C:12]([N:14]([CH3:18])[CH2:15][CH2:16][CH3:17])=[CH:13][C:8]2[N:7]=[C:23]([C:25]3[CH:30]=[CH:29][CH:28]=[C:27]([C:31]4[O:35][N:34]=[C:33]([CH3:36])[CH:32]=4)[CH:26]=3)[CH2:22][C:21](=[O:37])[NH:20][C:9]=2[CH:10]=1.